This data is from Full USPTO retrosynthesis dataset with 1.9M reactions from patents (1976-2016). The task is: Predict the reactants needed to synthesize the given product. Given the product [C:1]([CH2:5][C:6]1[CH:7]=[C:8]([CH:13]=[CH:14][CH:15]=1)[C:9]([O:11][CH3:12])=[O:10])#[N:2], predict the reactants needed to synthesize it. The reactants are: [C-:1]#[N:2].[Na+].Br[CH2:5][C:6]1[CH:7]=[C:8]([CH:13]=[CH:14][CH:15]=1)[C:9]([O:11][CH3:12])=[O:10].C(OCC)(=O)C.O.